Dataset: Full USPTO retrosynthesis dataset with 1.9M reactions from patents (1976-2016). Task: Predict the reactants needed to synthesize the given product. Given the product [O:5]=[C:4]1[C:3]2[C:2](=[CH:10][CH:9]=[CH:8][CH:7]=2)[NH:1][C:12](=[S:13])[NH:11]1, predict the reactants needed to synthesize it. The reactants are: [NH2:1][C:2]1[CH:10]=[CH:9][CH:8]=[CH:7][C:3]=1[C:4](O)=[O:5].[N-:11]=[C:12]=[S:13].